From a dataset of Forward reaction prediction with 1.9M reactions from USPTO patents (1976-2016). Predict the product of the given reaction. (1) The product is: [CH3:38][O:37][C:35]([C:29]1[N:28]([C:26]([O:25][C:21]([CH3:24])([CH3:23])[CH3:22])=[O:27])[C:32]([CH2:33][N:18]2[CH2:19][CH2:20][CH:15]([O:14][CH:1]([C:8]3[CH:13]=[CH:12][CH:11]=[CH:10][CH:9]=3)[C:2]3[CH:3]=[CH:4][CH:5]=[CH:6][CH:7]=3)[CH2:16][CH2:17]2)=[CH:31][CH:30]=1)=[O:36]. Given the reactants [CH:1]([O:14][CH:15]1[CH2:20][CH2:19][NH:18][CH2:17][CH2:16]1)([C:8]1[CH:13]=[CH:12][CH:11]=[CH:10][CH:9]=1)[C:2]1[CH:7]=[CH:6][CH:5]=[CH:4][CH:3]=1.[C:21]([O:25][C:26]([N:28]1[C:32]([CH:33]=O)=[CH:31][CH:30]=[C:29]1[C:35]([O:37][CH3:38])=[O:36])=[O:27])([CH3:24])([CH3:23])[CH3:22].C(O[BH-](OC(=O)C)OC(=O)C)(=O)C.[Na+], predict the reaction product. (2) Given the reactants [C:1]([O:5][C:6](=[O:19])[NH:7][C@H:8]1[C@H:12]([C:13]2[CH:18]=[CH:17][CH:16]=[CH:15][CH:14]=2)[CH2:11][NH:10][CH2:9]1)([CH3:4])([CH3:3])[CH3:2].FC(F)(F)S(O[CH2:26][C:27]([F:30])([F:29])[F:28])(=O)=O.CCN(C(C)C)C(C)C, predict the reaction product. The product is: [C:13]1([C@@H:12]2[CH2:11][N:10]([CH2:26][C:27]([F:30])([F:29])[F:28])[CH2:9][C@H:8]2[NH:7][C:6](=[O:19])[O:5][C:1]([CH3:4])([CH3:2])[CH3:3])[CH:14]=[CH:15][CH:16]=[CH:17][CH:18]=1.